From a dataset of Forward reaction prediction with 1.9M reactions from USPTO patents (1976-2016). Predict the product of the given reaction. (1) Given the reactants [Cl:1][C:2]1[CH:9]=[CH:8][C:5]([C:6]#[N:7])=[C:4]([C:10]2[C:15]([O:16][CH:17]([F:19])[F:18])=[CH:14][NH:13][C:12](=[O:20])[CH:11]=2)[CH:3]=1.Br[CH2:22][C:23]([O:25][C:26]([CH3:29])([CH3:28])[CH3:27])=[O:24], predict the reaction product. The product is: [Cl:1][C:2]1[CH:9]=[CH:8][C:5]([C:6]#[N:7])=[C:4]([C:10]2[C:15]([O:16][CH:17]([F:18])[F:19])=[CH:14][N:13]([CH2:22][C:23]([O:25][C:26]([CH3:29])([CH3:28])[CH3:27])=[O:24])[C:12](=[O:20])[CH:11]=2)[CH:3]=1. (2) Given the reactants [F:1][C:2]1[CH:7]=[CH:6][C:5]([C:8]2[CH:13]=[CH:12][N:11]=[CH:10][C:9]=2[N:14]([CH3:31])[C:15](=[O:30])[C:16]2[CH:21]=[C:20]([C:22]([F:25])([F:24])[F:23])[CH:19]=[C:18]([C:26]([F:29])([F:28])[F:27])[CH:17]=2)=[C:4]([OH:32])[CH:3]=1.Cl[CH2:34][CH2:35][OH:36], predict the reaction product. The product is: [F:1][C:2]1[CH:7]=[CH:6][C:5]([C:8]2[CH:13]=[CH:12][N:11]=[CH:10][C:9]=2[N:14]([CH3:31])[C:15](=[O:30])[C:16]2[CH:17]=[C:18]([C:26]([F:27])([F:28])[F:29])[CH:19]=[C:20]([C:22]([F:25])([F:24])[F:23])[CH:21]=2)=[C:4]([O:32][CH2:34][CH2:35][OH:36])[CH:3]=1. (3) Given the reactants [C:1]([O:5][C:6](=[O:20])[NH:7][C@H:8]1[CH2:11][C@H:10]([NH:12][C:13]2[C:18]([NH2:19])=[CH:17][CH:16]=[CH:15][N:14]=2)[CH2:9]1)([CH3:4])([CH3:3])[CH3:2].[C:21](OC)(OC)(OC)[O:22][CH3:23].C(O)(=O)CC, predict the reaction product. The product is: [C:1]([O:5][C:6](=[O:20])[NH:7][C@H:8]1[CH2:11][C@H:10]([N:12]2[C:13]3=[N:14][CH:15]=[CH:16][CH:17]=[C:18]3[N:19]=[C:21]2[O:22][CH3:23])[CH2:9]1)([CH3:4])([CH3:2])[CH3:3]. (4) Given the reactants [NH2:1][C:2]1[N:10]=[C:9]([F:11])[N:8]=[C:7]2[C:3]=1[N:4]=[C:5]([CH2:21][C:22]1[C:30]([I:31])=[CH:29][C:25]3[O:26][CH2:27][O:28][C:24]=3[CH:23]=1)[N:6]2[CH2:12][CH2:13][N:14]([CH:18]([CH3:20])[CH3:19])[CH2:15][CH2:16][OH:17].Cl[S:33]([NH2:36])(=[O:35])=[O:34].C([O-])([O-])=O.[Ca+2], predict the reaction product. The product is: [NH2:1][C:2]1[N:10]=[C:9]([F:11])[N:8]=[C:7]2[C:3]=1[N:4]=[C:5]([CH2:21][C:22]1[C:30]([I:31])=[CH:29][C:25]3[O:26][CH2:27][O:28][C:24]=3[CH:23]=1)[N:6]2[CH2:12][CH2:13][N:14]([CH:18]([CH3:20])[CH3:19])[CH2:15][CH2:16][O:17][S:33](=[O:35])(=[O:34])[NH2:36]. (5) Given the reactants [Cl:1][C:2]1[CH:7]=[CH:6][C:5]([N+:8]([O-:10])=[O:9])=[CH:4][C:3]=1[NH:11][CH2:12][C:13]1[C:14]([NH:21][CH3:22])=[N:15][C:16]([S:19][CH3:20])=[N:17][CH:18]=1.[C:23](=[O:26])([O-])[O-].[K+].[K+].C1N=CN(C(N2C=NC=C2)=O)C=1, predict the reaction product. The product is: [Cl:1][C:2]1[CH:7]=[CH:6][C:5]([N+:8]([O-:10])=[O:9])=[CH:4][C:3]=1[N:11]1[CH2:12][C:13]2[C:14](=[N:15][C:16]([S:19][CH3:20])=[N:17][CH:18]=2)[N:21]([CH3:22])[C:23]1=[O:26]. (6) Given the reactants [OH:1][C:2]1[CH:9]=[CH:8][C:5]([CH:6]=[O:7])=[CH:4][CH:3]=1.C(=O)([O-])[O-].[K+].[K+].[CH2:16](Br)[CH2:17][CH2:18][CH2:19][CH2:20][CH2:21][CH2:22][CH2:23][CH2:24][CH2:25][CH2:26][CH3:27].C1OCCOCCOCCOCCOCCOC1, predict the reaction product. The product is: [CH2:27]([O:1][C:2]1[CH:9]=[CH:8][C:5]([CH:6]=[O:7])=[CH:4][CH:3]=1)[CH2:26][CH2:25][CH2:24][CH2:23][CH2:22][CH2:21][CH2:20][CH2:19][CH2:18][CH2:17][CH3:16].